This data is from Forward reaction prediction with 1.9M reactions from USPTO patents (1976-2016). The task is: Predict the product of the given reaction. (1) Given the reactants [I:1][C:2]1[CH:3]=[C:4]2[C:8](=[CH:9][CH:10]=1)[NH:7][C:6](=[O:11])[C:5]2=O.[C:13]([C:15]1[CH:33]=[CH:32][C:18]([C:19]([NH:21][C:22]2[CH:27]=[CH:26][CH:25]=[C:24]([C:28]([NH:30][NH2:31])=[O:29])[CH:23]=2)=[O:20])=[CH:17][CH:16]=1)#[N:14], predict the reaction product. The product is: [C:13]([C:15]1[CH:16]=[CH:17][C:18]([C:19]([NH:21][C:22]2[CH:27]=[CH:26][CH:25]=[C:24]([C:28]([NH:30][N:31]=[C:5]3[C:4]4[C:8](=[CH:9][CH:10]=[C:2]([I:1])[CH:3]=4)[NH:7][C:6]3=[O:11])=[O:29])[CH:23]=2)=[O:20])=[CH:32][CH:33]=1)#[N:14]. (2) Given the reactants [Cl:1][C:2]1[CH:3]=[C:4]([CH:26]=[CH:27][C:28]=1[Cl:29])[CH2:5][O:6][C:7]1[CH:12]=[CH:11][C:10]([C:13](=[O:25])[CH2:14][O:15][C:16]2[CH:17]=[C:18]([CH:21]=[CH:22][C:23]=2[F:24])[C:19]#[N:20])=[CH:9][CH:8]=1, predict the reaction product. The product is: [Cl:1][C:2]1[CH:3]=[C:4]([CH:26]=[CH:27][C:28]=1[Cl:29])[CH2:5][O:6][C:7]1[CH:12]=[CH:11][C:10]([C@@H:13]([OH:25])[CH2:14][O:15][C:16]2[CH:17]=[C:18]([CH:21]=[CH:22][C:23]=2[F:24])[C:19]#[N:20])=[CH:9][CH:8]=1. (3) Given the reactants [CH2:1]([O:3][C:4](=[O:33])[C@H:5]([CH2:31][OH:32])[CH2:6][C@H:7]([NH:23][C:24]([O:26][C:27]([CH3:30])([CH3:29])[CH3:28])=[O:25])[CH2:8][C:9]1[CH:14]=[CH:13][C:12]([C:15]2[CH:20]=[C:19]([Cl:21])[CH:18]=[CH:17][C:16]=2[F:22])=[CH:11][CH:10]=1)[CH3:2].[C:34]1([CH3:44])[CH:39]=[CH:38][C:37]([S:40](Cl)(=[O:42])=[O:41])=[CH:36][CH:35]=1.CCN(CC)CC, predict the reaction product. The product is: [CH2:1]([O:3][C:4](=[O:33])[C@H:5]([CH2:31][O:32][S:40]([C:37]1[CH:38]=[CH:39][C:34]([CH3:44])=[CH:35][CH:36]=1)(=[O:42])=[O:41])[CH2:6][C@H:7]([NH:23][C:24]([O:26][C:27]([CH3:29])([CH3:28])[CH3:30])=[O:25])[CH2:8][C:9]1[CH:14]=[CH:13][C:12]([C:15]2[CH:20]=[C:19]([Cl:21])[CH:18]=[CH:17][C:16]=2[F:22])=[CH:11][CH:10]=1)[CH3:2]. (4) Given the reactants [C:1]([N:4]1[CH2:9][CH2:8][N:7]([C:10]2[CH:11]=[N:12][CH:13]=[CH:14][CH:15]=2)[CH2:6][CH2:5]1)(=[O:3])[CH3:2].[Br:16]N1C(=O)CCC1=O, predict the reaction product. The product is: [C:1]([N:4]1[CH2:5][CH2:6][N:7]([C:10]2[CH:11]=[N:12][C:13]([Br:16])=[CH:14][CH:15]=2)[CH2:8][CH2:9]1)(=[O:3])[CH3:2]. (5) Given the reactants Br[CH2:2][CH2:3][CH2:4][CH2:5][O:6][C:7]1[CH:8]=[CH:9][C:10]2[C:14]([C:15]3[CH:20]=[CH:19][C:18]([Br:21])=[CH:17][CH:16]=3)=[C:13]([CH3:22])[S:12][C:11]=2[CH:23]=1.[CH3:24][NH:25][CH3:26], predict the reaction product. The product is: [Br:21][C:18]1[CH:19]=[CH:20][C:15]([C:14]2[C:10]3[CH:9]=[CH:8][C:7]([O:6][CH2:5][CH2:4][CH2:3][CH2:2][N:25]([CH3:26])[CH3:24])=[CH:23][C:11]=3[S:12][C:13]=2[CH3:22])=[CH:16][CH:17]=1. (6) Given the reactants [CH3:1][C:2]1([C:7]2[O:11][C:10]([CH2:12][N:13]3[CH:17]=[CH:16][C:15]([NH2:18])=[N:14]3)=[CH:9][CH:8]=2)[O:6]CCO1.[Cl:19][C:20]1[CH:25]=[CH:24][C:23](/[CH:26]=[CH:27]/[C:28](O)=[O:29])=[CH:22][CH:21]=1, predict the reaction product. The product is: [C:2]([C:7]1[O:11][C:10]([CH2:12][N:13]2[CH:17]=[CH:16][C:15]([NH:18][C:28](=[O:29])/[CH:27]=[CH:26]/[C:23]3[CH:24]=[CH:25][C:20]([Cl:19])=[CH:21][CH:22]=3)=[N:14]2)=[CH:9][CH:8]=1)(=[O:6])[CH3:1]. (7) Given the reactants [Cl:1][C:2]1[CH:7]=[C:6]([C:8]2[CH:13]=[C:12]([O:14][CH2:15][CH:16]([CH3:18])[CH3:17])[CH:11]=[C:10]([F:19])[CH:9]=2)[N:5]=[CH:4][C:3]=1[C:20]([OH:22])=O.O=S(Cl)Cl.CN(C=O)C.[N+:32]([C:35]1[N:40]=[C:39]([S:41]([NH2:44])(=[O:43])=[O:42])[CH:38]=[CH:37][CH:36]=1)([O-:34])=[O:33], predict the reaction product. The product is: [Cl:1][C:2]1[CH:7]=[C:6]([C:8]2[CH:13]=[C:12]([O:14][CH2:15][CH:16]([CH3:17])[CH3:18])[CH:11]=[C:10]([F:19])[CH:9]=2)[N:5]=[CH:4][C:3]=1[C:20]([NH:44][S:41]([C:39]1[CH:38]=[CH:37][CH:36]=[C:35]([N+:32]([O-:34])=[O:33])[N:40]=1)(=[O:42])=[O:43])=[O:22].